From a dataset of Cav3 T-type calcium channel HTS with 100,875 compounds. Binary Classification. Given a drug SMILES string, predict its activity (active/inactive) in a high-throughput screening assay against a specified biological target. (1) The molecule is O=C(N1C(CCCC1)C)NC(Cc1ccccc1)C(OC)=O. The result is 0 (inactive). (2) The drug is Brc1c(C(=O)NC(c2n(CC)c(SCc3ccc([N+]([O-])=O)cc3)nn2)C)cccc1. The result is 0 (inactive).